Dataset: Catalyst prediction with 721,799 reactions and 888 catalyst types from USPTO. Task: Predict which catalyst facilitates the given reaction. (1) Reactant: [C:1]1([P:7]([C:14]2[CH:19]=[CH:18][CH:17]=[CH:16][CH:15]=2)[C:8]2[CH:13]=[CH:12][CH:11]=[CH:10][CH:9]=2)[CH:6]=[CH:5][CH:4]=[CH:3][CH:2]=1.Br[CH:21]([CH3:27])[C:22]([O:24][CH2:25][CH3:26])=[O:23]. Product: [CH2:25]([O:24][C:22](=[O:23])[C:21](=[P:7]([C:1]1[CH:2]=[CH:3][CH:4]=[CH:5][CH:6]=1)([C:8]1[CH:13]=[CH:12][CH:11]=[CH:10][CH:9]=1)[C:14]1[CH:15]=[CH:16][CH:17]=[CH:18][CH:19]=1)[CH3:27])[CH3:26]. The catalyst class is: 13. (2) Reactant: [CH2:1]([OH:9])[CH2:2][CH2:3][CH2:4][CH2:5][CH2:6][CH2:7][CH3:8].C1COCC1.CC(C)([O-])C.[K+].F[C:22]1[CH:30]=[CH:29][C:25]([C:26]([OH:28])=[O:27])=[CH:24][C:23]=1[C:31]([F:34])([F:33])[F:32]. Product: [CH2:1]([O:9][C:22]1[CH:30]=[CH:29][C:25]([C:26]([OH:28])=[O:27])=[CH:24][C:23]=1[C:31]([F:32])([F:34])[F:33])[CH2:2][CH2:3][CH2:4][CH2:5][CH2:6][CH2:7][CH3:8]. The catalyst class is: 13. (3) Reactant: [F:1][C:2]1[CH:15]=[CH:14][CH:13]=[C:12]([F:16])[C:3]=1[C:4]([NH:6][C:7]1[CH:11]=[CH:10][NH:9][N:8]=1)=[O:5].Br[CH2:18][C:19]1[CH:24]=[CH:23][CH:22]=[CH:21][C:20]=1[O:25][CH2:26][CH3:27].N1C(C)=CC=CC=1C. Product: [CH2:26]([O:25][C:20]1[CH:21]=[CH:22][CH:23]=[CH:24][C:19]=1[CH2:18][N:9]1[CH:10]=[CH:11][C:7]([NH:6][C:4](=[O:5])[C:3]2[C:12]([F:16])=[CH:13][CH:14]=[CH:15][C:2]=2[F:1])=[N:8]1)[CH3:27]. The catalyst class is: 10. (4) Reactant: [CH:1]([C:4]1[C:8]([C:9]2[CH:14]=[CH:13][N:12]=[C:11](S(C)(=O)=O)[N:10]=2)=[CH:7][NH:6][N:5]=1)([CH3:3])[CH3:2].[C@H:19]1([NH2:28])[C:27]2[C:22](=[CH:23][CH:24]=[CH:25][CH:26]=2)[CH2:21][CH2:20]1. The catalyst class is: 633. Product: [C@H:19]1([NH:28][C:11]2[N:10]=[C:9]([C:8]3[C:4]([CH:1]([CH3:3])[CH3:2])=[N:5][NH:6][CH:7]=3)[CH:14]=[CH:13][N:12]=2)[C:27]2[C:22](=[CH:23][CH:24]=[CH:25][CH:26]=2)[CH2:21][CH2:20]1. (5) Reactant: [CH2:1]([O:3][C:4](=[O:9])/[CH:5]=[C:6](\[NH2:8])/[CH3:7])[CH3:2].N1C=CC=CC=1.[Cl:16][CH2:17][C:18](Cl)=[O:19].O. Product: [NH2:8]/[C:6](/[CH3:7])=[C:5](\[C:18](=[O:19])[CH2:17][Cl:16])/[C:4]([O:3][CH2:1][CH3:2])=[O:9]. The catalyst class is: 1. (6) Reactant: [Cl-].[NH4+:2].C[Al](C)C.C1(C)C=CC=CC=1.C[O:15][C:16]([C:18]1[NH:19][C:20]([C:34]2[CH:39]=[CH:38][CH:37]=[C:36]([CH3:40])[N:35]=2)=[C:21]([C:23]2[CH:33]=[CH:32][C:26]3=[N:27][N:28]([CH2:30]C)[N:29]=[C:25]3[CH:24]=2)[N:22]=1)=O. Product: [CH3:30][N:28]1[N:27]=[C:26]2[CH:32]=[CH:33][C:23]([C:21]3[N:22]=[C:18]([C:16]([NH2:2])=[O:15])[NH:19][C:20]=3[C:34]3[CH:39]=[CH:38][CH:37]=[C:36]([CH3:40])[N:35]=3)=[CH:24][C:25]2=[N:29]1. The catalyst class is: 48.